From a dataset of Reaction yield outcomes from USPTO patents with 853,638 reactions. Predict the reaction yield, written as a fraction of the theoretical maximum amount of product (1.0 means a 100% yield; for example, 0.34 means a 34% yield). The yield is 0.330. The product is [F:1][C:2]1[CH:7]=[CH:6][C:5]([CH2:8][C:9]2[O:10][N:19]=[C:13]([C:14]([O:16][CH2:17][CH3:18])=[O:15])[N:12]=2)=[CH:4][CH:3]=1. The catalyst is ClCCl. The reactants are [F:1][C:2]1[CH:7]=[CH:6][C:5]([CH2:8][C:9](Cl)=[O:10])=[CH:4][CH:3]=1.[NH2:12][C:13](=[N:19]O)[C:14]([O:16][CH2:17][CH3:18])=[O:15].C(N(CC)C(C)C)(C)C.O.